From a dataset of Catalyst prediction with 721,799 reactions and 888 catalyst types from USPTO. Predict which catalyst facilitates the given reaction. Reactant: C(NC(C)C)(C)C.C([Li])CCC.[Br:13][C:14]1[CH:19]=[CH:18][C:17]([Cl:20])=[C:16]([F:21])[CH:15]=1.B(OC)(OC)[O:23]C.C(O)(=O)C.OO. Product: [Br:13][C:14]1[C:15]([OH:23])=[C:16]([F:21])[C:17]([Cl:20])=[CH:18][CH:19]=1. The catalyst class is: 821.